Dataset: TCR-epitope binding with 47,182 pairs between 192 epitopes and 23,139 TCRs. Task: Binary Classification. Given a T-cell receptor sequence (or CDR3 region) and an epitope sequence, predict whether binding occurs between them. (1) The epitope is SEPVLKGVKL. The TCR CDR3 sequence is CASSQGLVADTQYF. Result: 0 (the TCR does not bind to the epitope). (2) The epitope is KLPDDFTGCV. The TCR CDR3 sequence is CASSQVGTSGEKTQYF. Result: 1 (the TCR binds to the epitope). (3) The epitope is LLQTGIHVRVSQPSL. The TCR CDR3 sequence is CASSQPDYNEQFF. Result: 0 (the TCR does not bind to the epitope). (4) The epitope is NLVPMVATV. The TCR CDR3 sequence is CASSSGTSGSSETQYF. Result: 0 (the TCR does not bind to the epitope). (5) The epitope is FTISVTTEIL. The TCR CDR3 sequence is CASSLGGLNNEQFF. Result: 0 (the TCR does not bind to the epitope). (6) The epitope is KEIDRLNEV. The TCR CDR3 sequence is CASSYGRVNEKLFF. Result: 1 (the TCR binds to the epitope). (7) The epitope is KRWIILGLNK. The TCR CDR3 sequence is CSATHRDRGLEQYF. Result: 0 (the TCR does not bind to the epitope).